Dataset: Full USPTO retrosynthesis dataset with 1.9M reactions from patents (1976-2016). Task: Predict the reactants needed to synthesize the given product. (1) Given the product [CH3:23][O:22][N:20]([CH3:21])[C:18]([CH:17]1[CH2:4][CH:16]1[C:13]1[CH:12]=[CH:11][C:10]([F:9])=[CH:15][CH:14]=1)=[O:19], predict the reactants needed to synthesize it. The reactants are: [H-].[Na+].[I-].[CH3:4][S+](C)(C)=O.[F:9][C:10]1[CH:15]=[CH:14][C:13]([CH:16]=[CH:17][C:18]([N:20]([O:22][CH3:23])[CH3:21])=[O:19])=[CH:12][CH:11]=1. (2) Given the product [CH:1]([O:4][C:5]([N:7]1[C:16]2[C:11](=[N:12][C:13]([C:17]([F:20])([F:19])[F:18])=[CH:14][CH:15]=2)[C@H:10]([N:21]([CH2:28][C:29]2[CH:34]=[C:33]([C:35]([F:36])([F:37])[F:38])[CH:32]=[C:31]([C:39]([F:42])([F:41])[F:40])[CH:30]=2)[C:22]2[O:27][N:46]=[C:24]([CH3:25])[CH:23]=2)[CH2:9][C@@H:8]1[CH2:43][CH3:44])=[O:6])([CH3:3])[CH3:2], predict the reactants needed to synthesize it. The reactants are: [CH:1]([O:4][C:5]([N:7]1[C:16]2[C:11](=[N:12][C:13]([C:17]([F:20])([F:19])[F:18])=[CH:14][CH:15]=2)[C@H:10]([N:21]([CH2:28][C:29]2[CH:34]=[C:33]([C:35]([F:38])([F:37])[F:36])[CH:32]=[C:31]([C:39]([F:42])([F:41])[F:40])[CH:30]=2)[C:22](=[O:27])[CH2:23][C:24](=O)[CH3:25])[CH2:9][C@@H:8]1[CH2:43][CH3:44])=[O:6])([CH3:3])[CH3:2].Cl.[NH2:46]O.C([O-])(=O)C.[Na+]. (3) Given the product [CH3:13][C:12]1[N:1]([C:2]2[CH:7]=[CH:6][CH:5]=[CH:4][CH:3]=2)[C:9]([CH3:8])=[CH:10][CH:11]=1, predict the reactants needed to synthesize it. The reactants are: [NH2:1][C:2]1[CH:7]=[CH:6][CH:5]=[CH:4][CH:3]=1.[CH3:8][C:9](=O)[CH2:10][CH2:11][C:12](=O)[CH3:13].CC(O)=O. (4) Given the product [Cl:33][C:34]1[CH:67]=[CH:66][C:37]([C:38]([NH:40][C:41]2[CH:46]=[CH:45][C:44]([C:47]3[CH:55]=[C:54]4[C:50]([CH2:51][N:52]([C@@H:57]5[CH2:61][CH2:60][CH2:59][C@@H:58]5[C:62]([OH:64])=[O:63])[C:53]4=[O:56])=[CH:49][CH:48]=3)=[CH:43][CH:42]=2)=[O:39])=[CH:36][CH:35]=1, predict the reactants needed to synthesize it. The reactants are: C(NC1C=CC(C2C=C3C(CN([C@@H](C(C)C)C(O)=O)C3=O)=CC=2)=CC=1)(=O)C1C=CC=CC=1.[Cl:33][C:34]1[CH:67]=[CH:66][C:37]([C:38]([NH:40][C:41]2[CH:46]=[CH:45][C:44]([C:47]3[CH:55]=[C:54]4[C:50]([CH2:51][N:52]([C@@H:57]5[CH2:61][CH2:60][CH2:59][C@@H:58]5[C:62]([O:64]C)=[O:63])[C:53]4=[O:56])=[CH:49][CH:48]=3)=[CH:43][CH:42]=2)=[O:39])=[CH:36][CH:35]=1. (5) Given the product [CH2:3]=[CH:2][CH2:1][C:4]1[CH:9]=[CH:8][C:7]([OH:10])=[C:6]([C:12]2[CH:17]=[C:16]([CH2:18][CH:19]=[CH2:20])[CH:15]=[CH:14][C:13]=2[OH:21])[CH:5]=1, predict the reactants needed to synthesize it. The reactants are: [CH2:1]([C:4]1[CH:5]=[C:6]([C:12]2[C:13]([O:21]C)=[CH:14][CH:15]=[C:16]([CH2:18][CH:19]=[CH2:20])[CH:17]=2)[C:7]([O:10]C)=[CH:8][CH:9]=1)[CH:2]=[CH2:3].[Cl-].[Al+3].[Cl-].[Cl-].NC(N)=S.Cl. (6) Given the product [CH:1]([CH:4]1[C:12]2[C:7](=[CH:8][CH:9]=[CH:10][C:11]=2[O:13][CH3:14])[NH:6][C:5]1=[O:15])([CH3:3])[CH3:2], predict the reactants needed to synthesize it. The reactants are: [C:1](=[C:4]1[C:12]2[C:7](=[CH:8][CH:9]=[CH:10][C:11]=2[O:13][CH3:14])[NH:6][C:5]1=[O:15])([CH3:3])[CH3:2]. (7) Given the product [Cl:23][C:20]1[CH:21]=[CH:22][C:17]([S:16][C:15]2[O:14][C:13]([C:24]3[CH:29]=[CH:28][C:27]([F:30])=[CH:26][CH:25]=3)=[N:12][C:11]=2[C:8]2[CH:7]=[N:6][C:5]([CH3:3])=[CH:10][N:9]=2)=[CH:31][CH:19]=1, predict the reactants needed to synthesize it. The reactants are: CO[C:3]([C:5]1[CH:10]=[N:9][C:8]([C:11]2[N:12]=[C:13]([C:24]3[CH:29]=[CH:28][C:27]([F:30])=[CH:26][CH:25]=3)[O:14][C:15]=2[S:16][C:17]2[CH:22]=[CH:21][C:20]([Cl:23])=[CH:19]N=2)=[CH:7][N:6]=1)=O.[CH3:31][Mg]Br.